This data is from Reaction yield outcomes from USPTO patents with 853,638 reactions. The task is: Predict the reaction yield, written as a fraction of the theoretical maximum amount of product (1.0 means a 100% yield; for example, 0.34 means a 34% yield). (1) The yield is 0.440. The catalyst is CN1C(=O)CCC1.CO.C(Cl)Cl. The reactants are Cl[C:2]1[N:6]2[CH:7]=[C:8]([F:11])[CH:9]=[CH:10][C:5]2=[N:4][N:3]=1.[OH:12][C@@H:13]1[CH2:17][CH2:16][NH:15][CH2:14]1.N. The product is [F:11][C:8]1[CH:9]=[CH:10][C:5]2[N:6]([C:2]([N:15]3[CH2:16][CH2:17][C@@H:13]([OH:12])[CH2:14]3)=[N:3][N:4]=2)[CH:7]=1. (2) The catalyst is CN(C)C=O.C(OCC)(=O)C. The yield is 0.676. The reactants are [CH3:1][O:2][CH2:3][N:4]1[C:8]2[CH:9]=[CH:10][C:11]([CH:13]([C:15]3[NH:19][N:18]=[CH:17][CH:16]=3)[CH3:14])=[CH:12][C:7]=2[S:6][C:5]1=[O:20].[H-].[Na+].[Cl:23][C:24]1[N:25]=[N:26][C:27](Cl)=[CH:28][CH:29]=1. The product is [Cl:23][C:24]1[N:25]=[N:26][C:27]([N:18]2[CH:17]=[CH:16][C:15]([CH:13]([C:11]3[CH:10]=[CH:9][C:8]4[N:4]([CH2:3][O:2][CH3:1])[C:5](=[O:20])[S:6][C:7]=4[CH:12]=3)[CH3:14])=[N:19]2)=[CH:28][CH:29]=1. (3) The reactants are Br[C:2]1[C:10]2[C:9]([CH3:11])=[N:8][CH:7]=[N:6][C:5]=2[N:4]([C@@H:12]2[O:18][C@H:17]([CH2:19][OH:20])[C@@H:15]([OH:16])[C@H:13]2[OH:14])[CH:3]=1.[O:21]1[CH:25]=[CH:24][CH:23]=[C:22]1B(O)O.C([O-])([O-])=O.[Na+].[Na+].C1C=C(S([O-])(=O)=O)C=C(P(C2C=CC=C(S([O-])(=O)=O)C=2)C2C=CC=C(S([O-])(=O)=O)C=2)C=1.[Na+].[Na+].[Na+].Cl. The catalyst is O.CC#N.CC([O-])=O.CC([O-])=O.[Pd+2]. The product is [O:21]1[CH:25]=[CH:24][CH:23]=[C:22]1[C:2]1[C:10]2[C:9]([CH3:11])=[N:8][CH:7]=[N:6][C:5]=2[N:4]([C@@H:12]2[O:18][C@H:17]([CH2:19][OH:20])[C@@H:15]([OH:16])[C@H:13]2[OH:14])[CH:3]=1. The yield is 0.830. (4) The reactants are [Cl:1][C:2]1[CH:3]=[C:4]([C:12]2[C:16]([CH:17]=[O:18])=[CH:15][NH:14][N:13]=2)[CH:5]=[CH:6][C:7]=1[O:8][CH:9]([CH3:11])[CH3:10].[C:19](=O)([O-])[O-].[K+].[K+].IC.O. The catalyst is C(#N)C. The product is [Cl:1][C:2]1[CH:3]=[C:4]([C:12]2[N:13]([CH3:19])[N:14]=[CH:15][C:16]=2[CH:17]=[O:18])[CH:5]=[CH:6][C:7]=1[O:8][CH:9]([CH3:11])[CH3:10]. The yield is 0.180. (5) The reactants are [CH:1]1([C:7]2([OH:17])[CH2:16][CH2:15][C:10]3(OCC[O:11]3)[CH2:9][CH2:8]2)[CH2:6][CH2:5][CH2:4][CH2:3][CH2:2]1.Cl.CCOC(C)=O.C([O-])(O)=O.[Na+]. The catalyst is C1COCC1. The product is [CH:1]1([C:7]2([OH:17])[CH2:8][CH2:9][C:10](=[O:11])[CH2:15][CH2:16]2)[CH2:6][CH2:5][CH2:4][CH2:3][CH2:2]1. The yield is 0.370.